From a dataset of Forward reaction prediction with 1.9M reactions from USPTO patents (1976-2016). Predict the product of the given reaction. The product is: [F:1][C:2]1[C:20]([F:21])=[CH:19][CH:18]=[CH:17][C:3]=1[CH2:4][N:5]1[C:9]2[CH:10]=[N:11][C:12]([C:14]([NH:24][O:23][CH3:22])=[O:15])=[CH:13][C:8]=2[N:7]=[CH:6]1. Given the reactants [F:1][C:2]1[C:20]([F:21])=[CH:19][CH:18]=[CH:17][C:3]=1[CH2:4][N:5]1[C:9]2[CH:10]=[N:11][C:12]([C:14](O)=[O:15])=[CH:13][C:8]=2[N:7]=[CH:6]1.[CH3:22][O:23][NH2:24], predict the reaction product.